From a dataset of Full USPTO retrosynthesis dataset with 1.9M reactions from patents (1976-2016). Predict the reactants needed to synthesize the given product. (1) Given the product [Cl:1][C:2]1[NH:3][C:4]2[CH:10]=[C:9]([O:11][C:15]3[C:24]4[C:19](=[CH:20][C:21]([O:27][CH2:28][CH:29]5[CH2:34][CH2:33][N:32]([CH3:35])[CH2:31][CH2:30]5)=[C:22]([O:25][CH3:26])[CH:23]=4)[N:18]=[CH:17][N:16]=3)[CH:8]=[CH:7][C:5]=2[N:6]=1, predict the reactants needed to synthesize it. The reactants are: [Cl:1][C:2]1[NH:3][C:4]2[CH:10]=[C:9]([OH:11])[CH:8]=[CH:7][C:5]=2[N:6]=1.[H-].[Na+].Cl[C:15]1[C:24]2[C:19](=[CH:20][C:21]([O:27][CH2:28][CH:29]3[CH2:34][CH2:33][N:32]([CH3:35])[CH2:31][CH2:30]3)=[C:22]([O:25][CH3:26])[CH:23]=2)[N:18]=[CH:17][N:16]=1.[Cl-].[NH4+]. (2) Given the product [C:1]([C:3]1[S:11][C:10]2[C:5](=[N:6][CH:7]=[CH:8][C:9]=2[O:12][C:13]2[CH:18]=[CH:17][C:16]([NH:19][C:36]([NH:35][C:33](=[O:34])[CH2:32][C:26]3[CH:27]=[CH:28][CH:29]=[CH:30][CH:31]=3)=[S:37])=[CH:15][C:14]=2[F:22])[CH:4]=1)#[CH:2], predict the reactants needed to synthesize it. The reactants are: [C:1]([C:3]1[S:11][C:10]2[C:5](=[N:6][CH:7]=[CH:8][C:9]=2[O:12][C:13]2[CH:18]=[CH:17][C:16]([N+:19]([O-])=O)=[CH:15][C:14]=2[F:22])[CH:4]=1)#[CH:2].Cl[Sn]Cl.[C:26]1([CH2:32][C:33]([N:35]=[C:36]=[S:37])=[O:34])[CH:31]=[CH:30][CH:29]=[CH:28][CH:27]=1. (3) The reactants are: [CH:1]1([CH2:4][O:5][C:6]2[CH:11]=[CH:10][C:9]([O:12][CH3:13])=[CH:8][C:7]=2[C:14]2[C:15]3[NH:22][CH:21]=[C:20]([C:23](O)=[O:24])[C:16]=3[N:17]=[CH:18][N:19]=2)[CH2:3][CH2:2]1.[C:26]([O:30][C:31](=[O:40])[NH:32][C@H:33]1[CH2:38][CH2:37][C@@H:36]([NH2:39])[CH2:35][CH2:34]1)([CH3:29])([CH3:28])[CH3:27]. Given the product [C:26]([O:30][C:31](=[O:40])[NH:32][C@H:33]1[CH2:34][CH2:35][C@@H:36]([NH:39][C:23]([C:20]2[C:16]3[N:17]=[CH:18][N:19]=[C:14]([C:7]4[CH:8]=[C:9]([O:12][CH3:13])[CH:10]=[CH:11][C:6]=4[O:5][CH2:4][CH:1]4[CH2:3][CH2:2]4)[C:15]=3[NH:22][CH:21]=2)=[O:24])[CH2:37][CH2:38]1)([CH3:29])([CH3:27])[CH3:28], predict the reactants needed to synthesize it. (4) Given the product [CH2:31]([C:20]1[N:21]([CH2:22][CH2:23][CH2:24][CH2:25][NH:26][S:27]([CH3:30])(=[O:29])=[O:28])[C:17]2[C:16]3[CH:15]=[CH:14][CH:13]=[CH:12][C:11]=3[N:10]=[C:9]([NH:8][C:34](=[O:35])[O:36][CH2:37][CH2:38][CH2:39][CH3:40])[C:18]=2[N:19]=1)[CH3:32], predict the reactants needed to synthesize it. The reactants are: C(N(CC)CC)C.[NH2:8][C:9]1[C:18]2[N:19]=[C:20]([CH2:31][CH3:32])[N:21]([CH2:22][CH2:23][CH2:24][CH2:25][NH:26][S:27]([CH3:30])(=[O:29])=[O:28])[C:17]=2[C:16]2[CH:15]=[CH:14][CH:13]=[CH:12][C:11]=2[N:10]=1.Cl[C:34]([O:36][CH2:37][CH2:38][CH2:39][CH3:40])=[O:35].